This data is from Forward reaction prediction with 1.9M reactions from USPTO patents (1976-2016). The task is: Predict the product of the given reaction. (1) Given the reactants Cl[C:2]1[N:7]=[C:6]2[CH:8]=[N:9][CH:10]=[CH:11][C:5]2=[N:4][C:3]=1[N:12]1[CH2:17][CH2:16][N:15]([CH2:18][C:19]2[CH:24]=[CH:23][C:22]([F:25])=[CH:21][C:20]=2[F:26])[CH2:14][CH2:13]1.Cl.[O:28]1[CH2:32][CH2:31][C@@H:30]([NH2:33])[CH2:29]1.CCN(CC)CC, predict the reaction product. The product is: [F:26][C:20]1[CH:21]=[C:22]([F:25])[CH:23]=[CH:24][C:19]=1[CH2:18][N:15]1[CH2:16][CH2:17][N:12]([C:3]2[N:4]=[C:5]3[CH:11]=[CH:10][N:9]=[CH:8][C:6]3=[N:7][C:2]=2[NH:33][C@@H:30]2[CH2:31][CH2:32][O:28][CH2:29]2)[CH2:13][CH2:14]1. (2) Given the reactants [C:1]1([S:7]([N:10]2[C:18]3[CH:17]=[CH:16][CH:15]=[C:14]([CH:19]=O)[C:13]=3[CH:12]=[CH:11]2)(=[O:9])=[O:8])[CH:6]=[CH:5][CH:4]=[CH:3][CH:2]=1.C([O-])(=O)C.[NH4+].O.[N+:27]([CH3:30])([O-:29])=[O:28], predict the reaction product. The product is: [N+:27](/[CH:30]=[CH:19]/[C:14]1[CH:15]=[CH:16][CH:17]=[C:18]2[C:13]=1[CH:12]=[CH:11][N:10]2[S:7]([C:1]1[CH:6]=[CH:5][CH:4]=[CH:3][CH:2]=1)(=[O:9])=[O:8])([O-:29])=[O:28]. (3) Given the reactants [N:1]([C:4]1[N:9]=[CH:8][N:7]=[C:6]([O:10][C:11]2[CH:16]=[CH:15][C:14]([NH:17][C:18]([NH:20][C:21]3[CH:26]=[CH:25][C:24]([Br:27])=[C:23]([C:28]([F:31])([F:30])[F:29])[CH:22]=3)=[O:19])=[CH:13][CH:12]=2)[CH:5]=1)=[N+]=[N-], predict the reaction product. The product is: [NH2:1][C:4]1[N:9]=[CH:8][N:7]=[C:6]([O:10][C:11]2[CH:16]=[CH:15][C:14]([NH:17][C:18]([NH:20][C:21]3[CH:26]=[CH:25][C:24]([Br:27])=[C:23]([C:28]([F:31])([F:30])[F:29])[CH:22]=3)=[O:19])=[CH:13][CH:12]=2)[CH:5]=1. (4) Given the reactants [OH:1][C:2]1[CH:10]=[CH:9][CH:8]=[C:7]2[C:3]=1[CH:4]=[C:5]([CH3:11])[NH:6]2.[H-].[Na+].[CH2:14](Br)[C:15]1[CH:20]=[CH:19][CH:18]=[CH:17][CH:16]=1, predict the reaction product. The product is: [CH2:14]([N:6]1[C:7]2[C:3](=[C:2]([O:1][CH2:4][C:3]3[CH:7]=[CH:8][CH:9]=[CH:10][CH:2]=3)[CH:10]=[CH:9][CH:8]=2)[CH:4]=[C:5]1[CH3:11])[C:15]1[CH:20]=[CH:19][CH:18]=[CH:17][CH:16]=1.